This data is from Forward reaction prediction with 1.9M reactions from USPTO patents (1976-2016). The task is: Predict the product of the given reaction. (1) Given the reactants [CH3:1][C:2]1[CH:7]=[C:6]([OH:8])[C:5]2[O:9][C:10]3[C:15]([C:16]([O:18][CH2:19][C:4]=2[CH:3]=1)=[O:17])=[C:14]([O:20][CH3:21])[C:13]([C@@H:22]([OH:27])[CH2:23][CH:24]([CH3:26])[CH3:25])=[CH:12][CH:11]=3.[H-].[Na+].[CH3:30][CH:31]([S:33](Cl)(=[O:35])=[O:34])[CH3:32].C(N(CC)CC)C, predict the reaction product. The product is: [CH3:30][CH:31]([S:33]([O:8][C:6]1[C:5]2[O:9][C:10]3[CH:11]=[CH:12][C:13]([C@@H:22]([OH:27])[CH2:23][CH:24]([CH3:25])[CH3:26])=[C:14]([O:20][CH3:21])[C:15]=3[C:16](=[O:17])[O:18][CH2:19][C:4]=2[CH:3]=[C:2]([CH3:1])[CH:7]=1)(=[O:35])=[O:34])[CH3:32]. (2) The product is: [C:1](=[O:19])([O:17][CH3:18])[O:2][C:3]1[CH:8]=[C:7]([N+:9]([O-:11])=[O:10])[C:6]([C:12]([CH3:15])([CH3:14])[CH3:13])=[CH:5][C:4]=1[C:20]1[CH2:24][CH2:23][CH2:22][CH:21]=1. Given the reactants [C:1](=[O:19])([O:17][CH3:18])[O:2][C:3]1[CH:8]=[C:7]([N+:9]([O-:11])=[O:10])[C:6]([C:12]([CH3:15])([CH3:14])[CH3:13])=[CH:5][C:4]=1Br.[C:20]1(B(O)O)[CH2:24][CH2:23][CH2:22][CH:21]=1.C([O-])([O-])=O.[Na+].[Na+].C(O)C, predict the reaction product. (3) Given the reactants [C:1]([O:5][C:6]([N:8]1[CH2:13][CH2:12][N:11]([C:14]2[CH:19]=[CH:18][C:17]([NH2:20])=[CH:16][CH:15]=2)[CH2:10][CH2:9]1)=[O:7])([CH3:4])([CH3:3])[CH3:2].[Cl:21][C:22]1[CH:23]=[CH:24][C:25]([O:31][CH3:32])=[C:26]([N:28]=[C:29]=[O:30])[CH:27]=1.CO, predict the reaction product. The product is: [C:1]([O:5][C:6]([N:8]1[CH2:13][CH2:12][N:11]([C:14]2[CH:15]=[CH:16][C:17]([NH:20][C:29]([NH:28][C:26]3[CH:27]=[C:22]([Cl:21])[CH:23]=[CH:24][C:25]=3[O:31][CH3:32])=[O:30])=[CH:18][CH:19]=2)[CH2:10][CH2:9]1)=[O:7])([CH3:4])([CH3:2])[CH3:3]. (4) Given the reactants [Br:1][C:2]1[N:7]2[CH:8]=[CH:9][N:10]=[C:6]2[C:5]([NH:11][C:12]2[CH:17]=[CH:16][C:15]([N:18]3[CH2:23][CH2:22][O:21][CH2:20][CH2:19]3)=[C:14]([C:24]([CH3:32])([CH3:31])[O:25][SiH2:26][C:27]([CH3:30])([CH3:29])[CH3:28])[CH:13]=2)=[N:4][CH:3]=1.[C:33]([O:37][C:38](O[C:38]([O:37][C:33]([CH3:36])([CH3:35])[CH3:34])=[O:39])=[O:39])([CH3:36])([CH3:35])[CH3:34], predict the reaction product. The product is: [C:33]([O:37][C:38](=[O:39])[N:11]([C:5]1[C:6]2[N:7]([CH:8]=[CH:9][N:10]=2)[C:2]([Br:1])=[CH:3][N:4]=1)[C:12]1[CH:17]=[CH:16][C:15]([N:18]2[CH2:19][CH2:20][O:21][CH2:22][CH2:23]2)=[C:14]([C:24]([CH3:32])([CH3:31])[O:25][SiH2:26][C:27]([CH3:30])([CH3:29])[CH3:28])[CH:13]=1)([CH3:36])([CH3:35])[CH3:34].